This data is from Forward reaction prediction with 1.9M reactions from USPTO patents (1976-2016). The task is: Predict the product of the given reaction. (1) Given the reactants C(OC(=O)[NH:7][CH2:8][CH2:9][NH:10][S:11]([C:14]1[CH:19]=[CH:18][C:17]([C:20](=[NH:23])[NH:21][OH:22])=[CH:16][CH:15]=1)(=[O:13])=[O:12])(C)(C)C.[CH2:25]([N:27]([CH2:30][C:31]1[S:35][C:34]([C:36](O)=O)=[CH:33][C:32]=1[CH3:39])[CH2:28][CH3:29])[CH3:26], predict the reaction product. The product is: [NH2:7][CH2:8][CH2:9][NH:10][S:11]([C:14]1[CH:15]=[CH:16][C:17]([C:20]2[N:23]=[C:36]([C:34]3[S:35][C:31]([CH2:30][N:27]([CH2:28][CH3:29])[CH2:25][CH3:26])=[C:32]([CH3:39])[CH:33]=3)[O:22][N:21]=2)=[CH:18][CH:19]=1)(=[O:12])=[O:13]. (2) Given the reactants Br[C:2]1[CH:3]=[C:4]([O:9][CH:10]([C:12]2[C:17]([Cl:18])=[CH:16][CH:15]=[C:14]([F:19])[C:13]=2[Cl:20])[CH3:11])[C:5]([NH2:8])=[N:6][CH:7]=1.Br[C:22]1[C:31]2[C:26](=[CH:27][CH:28]=[CH:29][CH:30]=2)[C:25](B(O)O)=[CH:24][CH:23]=1.[CH3:35][PH:36](=[O:38])[CH3:37], predict the reaction product. The product is: [Cl:20][C:13]1[C:14]([F:19])=[CH:15][CH:16]=[C:17]([Cl:18])[C:12]=1[CH:10]([O:9][C:4]1[C:5]([NH2:8])=[N:6][CH:7]=[C:2]([C:22]2[C:31]3[C:26](=[CH:27][CH:28]=[CH:29][CH:30]=3)[C:25]([P:36]([CH3:37])([CH3:35])=[O:38])=[CH:24][CH:23]=2)[CH:3]=1)[CH3:11].